Dataset: Catalyst prediction with 721,799 reactions and 888 catalyst types from USPTO. Task: Predict which catalyst facilitates the given reaction. (1) The catalyst class is: 10. Product: [OH:38][CH2:37][CH:36]([NH:35][CH2:2][C:3]([N:5]1[CH2:11][CH2:10][C:9]2[CH:12]=[CH:13][C:14]([C:17]3[N:21]=[C:20]([C:22]4[CH:23]=[CH:24][C:25]([O:30][CH:31]([CH3:33])[CH3:32])=[C:26]([CH:29]=4)[C:27]#[N:28])[O:19][N:18]=3)=[C:15]([CH3:16])[C:8]=2[CH2:7][CH2:6]1)=[O:4])[CH2:39][OH:40]. Reactant: Br[CH2:2][C:3]([N:5]1[CH2:11][CH2:10][C:9]2[CH:12]=[CH:13][C:14]([C:17]3[N:21]=[C:20]([C:22]4[CH:23]=[CH:24][C:25]([O:30][CH:31]([CH3:33])[CH3:32])=[C:26]([CH:29]=4)[C:27]#[N:28])[O:19][N:18]=3)=[C:15]([CH3:16])[C:8]=2[CH2:7][CH2:6]1)=[O:4].Cl.[NH2:35][CH:36]([CH2:39][OH:40])[CH2:37][OH:38].C(=O)([O-])[O-].[K+].[K+]. (2) Reactant: [C:1]([C:3]1[CH:30]=[CH:29][C:6]([CH2:7][NH:8][C:9](=[O:28])[CH:10]([O:25][CH2:26][CH3:27])[N:11]2[CH:15]=[CH:14][C:13]([C:16]3[CH:21]=[CH:20][CH:19]=[C:18]([N+:22]([O-])=O)[CH:17]=3)=[N:12]2)=[CH:5][CH:4]=1)#[N:2]. Product: [NH2:22][C:18]1[CH:17]=[C:16]([C:13]2[CH:14]=[CH:15][N:11]([CH:10]([O:25][CH2:26][CH3:27])[C:9]([NH:8][CH2:7][C:6]3[CH:5]=[CH:4][C:3]([C:1]#[N:2])=[CH:30][CH:29]=3)=[O:28])[N:12]=2)[CH:21]=[CH:20][CH:19]=1. The catalyst class is: 29. (3) Reactant: Br[C:2]1[CH:7]=[CH:6][C:5]([CH:8]2[CH2:14][CH:13]3[N:15]([C:16]([O:18][C:19]([CH3:22])([CH3:21])[CH3:20])=[O:17])[CH:10]([CH2:11][CH2:12]3)[CH:9]2[OH:23])=[CH:4][CH:3]=1.[C]=O. Product: [OH:23][CH:9]1[CH:8]([C:5]2[CH:6]=[CH:7][C:2]([C:16]([O:18][CH3:19])=[O:17])=[CH:3][CH:4]=2)[CH2:14][CH:13]2[N:15]([C:16]([O:18][C:19]([CH3:22])([CH3:21])[CH3:20])=[O:17])[CH:10]1[CH2:11][CH2:12]2. The catalyst class is: 19.